From a dataset of Forward reaction prediction with 1.9M reactions from USPTO patents (1976-2016). Predict the product of the given reaction. Given the reactants C1(P(=O)(C2C=CC=CC=2)C2C=CC=CC=2)C=CC=CC=1.FC(F)(F)S(OS(C(F)(F)F)(=O)=O)(=O)=O.C([S:43][CH:44]([CH:75]([O:78][CH3:79])[O:76][CH3:77])[CH2:45][NH:46][C:47]([C:49]1[NH:50][C:51]2[C:56]([CH:57]=1)=[CH:55][C:54]([O:58][C:59]1[CH:64]=[CH:63][C:62]([S:65]([CH3:68])(=[O:67])=[O:66])=[CH:61][CH:60]=1)=[CH:53][C:52]=2[O:69][CH:70]([CH3:74])[CH2:71][O:72][CH3:73])=O)C1C=CC=CC=1.C1(SC)C=CC=CC=1, predict the reaction product. The product is: [CH3:77][O:76][CH:75]([O:78][CH3:79])[CH:44]1[S:43][C:47]([C:49]2[NH:50][C:51]3[C:56]([CH:57]=2)=[CH:55][C:54]([O:58][C:59]2[CH:60]=[CH:61][C:62]([S:65]([CH3:68])(=[O:66])=[O:67])=[CH:63][CH:64]=2)=[CH:53][C:52]=3[O:69][CH:70]([CH3:74])[CH2:71][O:72][CH3:73])=[N:46][CH2:45]1.